Binary Classification. Given a drug SMILES string, predict its activity (active/inactive) in a high-throughput screening assay against a specified biological target. From a dataset of Cav3 T-type calcium channel HTS with 100,875 compounds. (1) The compound is OC(CC(O)COCc1ccccc1)CC(OC)OC. The result is 0 (inactive). (2) The compound is S(=O)(=O)(NCCC(=O)Nc1sc2c(n1)c(ccc2)C)c1sccc1. The result is 0 (inactive).